Dataset: Full USPTO retrosynthesis dataset with 1.9M reactions from patents (1976-2016). Task: Predict the reactants needed to synthesize the given product. Given the product [Br:31][C:32]1[CH:41]=[C:40]2[C:35]([CH:36]=[CH:37][C:38]([C:42]([NH:1][C:2]3[CH:3]=[N:4][CH:5]=[CH:6][C:7]=3[N:8]3[CH2:13][C@H:12]([CH3:14])[C@@H:11]([O:15][Si:16]([C:19]([CH3:22])([CH3:21])[CH3:20])([CH3:18])[CH3:17])[C@H:10]([NH:23][C:24](=[O:30])[O:25][C:26]([CH3:29])([CH3:28])[CH3:27])[CH2:9]3)=[O:43])=[N:39]2)=[CH:34][CH:33]=1, predict the reactants needed to synthesize it. The reactants are: [NH2:1][C:2]1[CH:3]=[N:4][CH:5]=[CH:6][C:7]=1[N:8]1[CH2:13][C@H:12]([CH3:14])[C@@H:11]([O:15][Si:16]([C:19]([CH3:22])([CH3:21])[CH3:20])([CH3:18])[CH3:17])[C@H:10]([NH:23][C:24](=[O:30])[O:25][C:26]([CH3:29])([CH3:28])[CH3:27])[CH2:9]1.[Br:31][C:32]1[CH:41]=[C:40]2[C:35]([CH:36]=[CH:37][C:38]([C:42](O)=[O:43])=[N:39]2)=[CH:34][CH:33]=1.C(N(CC)C(C)C)(C)C.